Dataset: Peptide-MHC class II binding affinity with 134,281 pairs from IEDB. Task: Regression. Given a peptide amino acid sequence and an MHC pseudo amino acid sequence, predict their binding affinity value. This is MHC class II binding data. The peptide sequence is FEAMYLGTCQTLTPM. The MHC is DRB1_0301 with pseudo-sequence DRB1_0301. The binding affinity (normalized) is 0.153.